From a dataset of Forward reaction prediction with 1.9M reactions from USPTO patents (1976-2016). Predict the product of the given reaction. (1) Given the reactants [CH2:1]([C:4]1[C:9]([CH:10]=C)=[CH:8][N:7]=[C:6]([N:12]([CH2:22][C:23]2[CH:28]=[CH:27][C:26]([O:29][CH3:30])=[CH:25][CH:24]=2)[CH2:13][C:14]2[CH:19]=[CH:18][C:17]([O:20][CH3:21])=[CH:16][CH:15]=2)[CH:5]=1)[CH:2]=C, predict the reaction product. The product is: [CH3:30][O:29][C:26]1[CH:25]=[CH:24][C:23]([CH2:22][N:12]([CH2:13][C:14]2[CH:19]=[CH:18][C:17]([O:20][CH3:21])=[CH:16][CH:15]=2)[C:6]2[N:7]=[CH:8][C:9]3[CH:10]=[CH:2][CH2:1][C:4]=3[CH:5]=2)=[CH:28][CH:27]=1. (2) Given the reactants [CH:1]1([CH2:6][C@H:7]([N:11]2[CH2:19][C:18]3[C:13](=[CH:14][CH:15]=[CH:16][C:17]=3[C:20]([F:23])([F:22])[F:21])[C:12]2=[O:24])[C:8](O)=[O:9])[CH2:5][CH2:4][CH2:3][CH2:2]1.C(Cl)(=O)C(Cl)=O.[CH3:31][N:32]1[CH:36]=[CH:35][C:34]([NH2:37])=[N:33]1.N1C(C)=CC=CC=1C, predict the reaction product. The product is: [CH:1]1([CH2:6][C@H:7]([N:11]2[CH2:19][C:18]3[C:13](=[CH:14][CH:15]=[CH:16][C:17]=3[C:20]([F:22])([F:21])[F:23])[C:12]2=[O:24])[C:8]([NH:37][C:34]2[CH:35]=[CH:36][N:32]([CH3:31])[N:33]=2)=[O:9])[CH2:5][CH2:4][CH2:3][CH2:2]1. (3) Given the reactants C(OP([CH:9]=[C:10]1[NH:16][CH2:15][CH2:14][N:13]([CH3:17])[C:12]2[CH:18]=[C:19](Br)[CH:20]=[CH:21][C:11]1=2)(=O)OCC)C.C([Sn](CCCC)(CCCC)[C:28]1[O:29][CH:30]=[CH:31][CH:32]=1)CCC.[H-].[Na+].[Cl:43][C:44]1[CH:49]=[CH:48][C:47]([S:50][C:51]2[CH:58]=[CH:57][CH:56]=[CH:55][C:52]=2[CH:53]=O)=[CH:46][CH:45]=1, predict the reaction product. The product is: [ClH:43].[ClH:43].[Cl:43][C:44]1[CH:45]=[CH:46][C:47]([S:50][C:51]2[CH:58]=[CH:57][CH:56]=[CH:55][C:52]=2[CH:53]=[CH:9][C:10]2=[N:16][CH2:15][CH2:14][N:13]([CH3:17])[C:12]3[CH:18]=[C:19]([C:30]4[O:29][CH:28]=[CH:32][CH:31]=4)[CH:20]=[CH:21][C:11]2=3)=[CH:48][CH:49]=1. (4) Given the reactants [Cl:1][C:2]1[CH:3]=[CH:4][C:5]2[NH:11][C:10]3[CH:12]=[CH:13][CH:14]=[CH:15][C:9]=3[C:8]([N:16]3[CH2:21][CH2:20][NH:19][CH2:18][CH2:17]3)=[N:7][C:6]=2[CH:22]=1.[C:23](O[C:23](=[O:26])[CH2:24][CH3:25])(=[O:26])[CH2:24][CH3:25], predict the reaction product. The product is: [Cl:1][C:2]1[CH:3]=[CH:4][C:5]2[NH:11][C:10]3[CH:12]=[CH:13][CH:14]=[CH:15][C:9]=3[C:8]([N:16]3[CH2:21][CH2:20][N:19]([C:23](=[O:26])[CH2:24][CH3:25])[CH2:18][CH2:17]3)=[N:7][C:6]=2[CH:22]=1. (5) Given the reactants [O:1]1[CH2:5][CH2:4][O:3][CH:2]1[C:6]1[CH:7]=[C:8]2[C:12](=[CH:13][CH:14]=1)[N:11](COCC[Si](C)(C)C)[N:10]=[C:9]2[O:23][CH3:24].C(N)CN.[F-].C([N+](CCCC)(CCCC)CCCC)CCC, predict the reaction product. The product is: [O:3]1[CH2:4][CH2:5][O:1][CH:2]1[C:6]1[CH:7]=[C:8]2[C:12](=[CH:13][CH:14]=1)[NH:11][N:10]=[C:9]2[O:23][CH3:24]. (6) Given the reactants [Cl:1][C:2]1[CH:7]=[CH:6][C:5]([CH:8]([OH:12])[CH2:9][O:10][CH3:11])=[CH:4][CH:3]=1.[H-].[Na+].[F:15][C:16]1[CH:23]=[CH:22][CH:21]=[C:20](F)[C:17]=1[C:18]#[N:19], predict the reaction product. The product is: [Cl:1][C:2]1[CH:3]=[CH:4][C:5]([CH:8]([O:12][C:20]2[CH:21]=[CH:22][CH:23]=[C:16]([F:15])[C:17]=2[C:18]#[N:19])[CH2:9][O:10][CH3:11])=[CH:6][CH:7]=1. (7) Given the reactants [CH2:1]([N:3]1[C:7](=[NH:8])/[C:6](=[CH:9]/[C:10]2[CH:15]=[CH:14][C:13]([O:16][CH2:17][C:18]3[CH:23]=[CH:22][C:21]([O:24][CH3:25])=[CH:20][CH:19]=3)=[C:12]([O:26][CH3:27])[CH:11]=2)/[NH:5][C:4]1=[O:28])[CH3:2].[C:29](=O)([O-])[O-].[K+].[K+].IC.O, predict the reaction product. The product is: [CH2:1]([N:3]1[C:7](=[NH:8])/[C:6](=[CH:9]/[C:10]2[CH:15]=[CH:14][C:13]([O:16][CH2:17][C:18]3[CH:19]=[CH:20][C:21]([O:24][CH3:25])=[CH:22][CH:23]=3)=[C:12]([O:26][CH3:27])[CH:11]=2)/[N:5]([CH3:29])[C:4]1=[O:28])[CH3:2].